Dataset: Full USPTO retrosynthesis dataset with 1.9M reactions from patents (1976-2016). Task: Predict the reactants needed to synthesize the given product. (1) Given the product [C:5]1([C@H:2]2[NH:1][C:20](=[O:21])[CH2:19][O:4][CH2:3]2)[CH:10]=[CH:9][CH:8]=[CH:7][CH:6]=1, predict the reactants needed to synthesize it. The reactants are: [NH2:1][C@H:2]([C:5]1[CH:10]=[CH:9][CH:8]=[CH:7][CH:6]=1)[CH2:3][OH:4].C(N(CC)CC)C.Cl[CH2:19][C:20](Cl)=[O:21].[H-].[Na+]. (2) The reactants are: C([O:5][C:6](=[O:45])/[CH:7]=[CH:8]/[C:9]1[C:14](=[O:15])[N:13]2[CH:16]=[CH:17][C:18]([C:20]([NH:22][C:23]3[S:24][CH:25]=[C:26]([C:28]([CH3:31])([CH3:30])[CH3:29])[N:27]=3)=[O:21])=[CH:19][C:12]2=[N:11][C:10]=1[N:32]1[CH2:37][CH2:36][CH:35]([O:38][C:39]([NH:41][CH2:42][CH2:43][OH:44])=[O:40])[CH2:34][CH2:33]1)(C)(C)C. Given the product [C:28]([C:26]1[N:27]=[C:23]([NH:22][C:20]([C:18]2[CH:17]=[CH:16][N:13]3[C:14](=[O:15])[C:9](/[CH:8]=[CH:7]/[C:6]([OH:45])=[O:5])=[C:10]([N:32]4[CH2:37][CH2:36][CH:35]([O:38][C:39]([NH:41][CH2:42][CH2:43][OH:44])=[O:40])[CH2:34][CH2:33]4)[N:11]=[C:12]3[CH:19]=2)=[O:21])[S:24][CH:25]=1)([CH3:31])([CH3:29])[CH3:30], predict the reactants needed to synthesize it. (3) Given the product [F:32][C:2]1([F:1])[CH2:5][CH:4]([NH:6][C:7]([C@H:9]([C:25]2[CH:30]=[CH:29][CH:28]=[CH:27][C:26]=2[Cl:31])[N:10]([C:18]2[CH:23]=[CH:22][CH:21]=[C:20]([F:24])[CH:19]=2)[C:11]([C@@H:13]2[CH2:17][CH2:16][CH2:15][N:14]2[C:34]2[N:39]=[CH:38][CH:37]=[CH:36][N:35]=2)=[O:12])=[O:8])[CH2:3]1, predict the reactants needed to synthesize it. The reactants are: [F:1][C:2]1([F:32])[CH2:5][CH:4]([NH:6][C:7]([C@H:9]([C:25]2[CH:30]=[CH:29][CH:28]=[CH:27][C:26]=2[Cl:31])[N:10]([C:18]2[CH:23]=[CH:22][CH:21]=[C:20]([F:24])[CH:19]=2)[C:11]([C@@H:13]2[CH2:17][CH2:16][CH2:15][NH:14]2)=[O:12])=[O:8])[CH2:3]1.Br[C:34]1[N:39]=[CH:38][CH:37]=[CH:36][N:35]=1.C1C=CC(P(C2C(C3C(P(C4C=CC=CC=4)C4C=CC=CC=4)=CC=C4C=3C=CC=C4)=C3C(C=CC=C3)=CC=2)C2C=CC=CC=2)=CC=1.CC([O-])(C)C.[Na+].N#N.